Dataset: Forward reaction prediction with 1.9M reactions from USPTO patents (1976-2016). Task: Predict the product of the given reaction. Given the reactants [CH3:1][NH:2][C@@H:3]1[C:12]2[N:11]=[CH:10][CH:9]=[CH:8][C:7]=2[CH2:6][CH2:5][CH2:4]1.[CH3:13][N:14]1[CH2:19][CH2:18][N:17]([C:20]2[N:25]3[CH:26]=[C:27]([C:29](=O)[CH3:30])[N:28]=[C:24]3[CH:23]=[CH:22][CH:21]=2)[CH2:16][CH2:15]1, predict the reaction product. The product is: [CH3:1][N:2]([CH:29]([C:27]1[N:28]=[C:24]2[CH:23]=[CH:22][CH:21]=[C:20]([N:17]3[CH2:16][CH2:15][N:14]([CH3:13])[CH2:19][CH2:18]3)[N:25]2[CH:26]=1)[CH3:30])[C@@H:3]1[C:12]2[N:11]=[CH:10][CH:9]=[CH:8][C:7]=2[CH2:6][CH2:5][CH2:4]1.